From a dataset of Reaction yield outcomes from USPTO patents with 853,638 reactions. Predict the reaction yield, written as a fraction of the theoretical maximum amount of product (1.0 means a 100% yield; for example, 0.34 means a 34% yield). (1) The reactants are [N:1]1[C:6]2[NH:7][C:8]3[CH:15]=[CH:14][CH:13]=[CH:12][C:9]=3[NH:10][CH2:11][C:5]=2[CH:4]=[CH:3][CH:2]=1.C(=O)([O-])[O-].[K+].[K+].[C:22]1([C:31]2[CH:36]=[CH:35][CH:34]=[CH:33][CH:32]=2)[CH:27]=[CH:26][C:25]([C:28](Cl)=[O:29])=[CH:24][CH:23]=1. The catalyst is CN(C)C=O.O.ClCCl. The yield is 0.669. The product is [C:22]1([C:31]2[CH:32]=[CH:33][CH:34]=[CH:35][CH:36]=2)[CH:23]=[CH:24][C:25]([C:28]([N:10]2[CH2:11][C:5]3[CH:4]=[CH:3][CH:2]=[N:1][C:6]=3[NH:7][C:8]3[CH:15]=[CH:14][CH:13]=[CH:12][C:9]2=3)=[O:29])=[CH:26][CH:27]=1. (2) The reactants are C([O:8][CH:9]1[CH2:14][CH2:13][CH:12]([O:15][CH2:16][C:17]([C:19]2[CH:24]=[CH:23][CH:22]=[CH:21][CH:20]=2)=O)[CH:11]([F:25])[CH2:10]1)C1C=CC=CC=1.CCCCCC. The catalyst is [Pd].C(OCC)(=O)C. The product is [F:25][CH:11]1[CH:12]([O:15][CH2:16][CH2:17][C:19]2[CH:24]=[CH:23][CH:22]=[CH:21][CH:20]=2)[CH2:13][CH2:14][CH:9]([OH:8])[CH2:10]1. The yield is 0.920. (3) The reactants are C(OC(=O)C)(=O)C.[CH:8]([OH:10])=O.[N+:11]([C:14]1[CH:20]=[C:19]([O:21][CH:22]2[CH2:25][O:24][CH2:23]2)[CH:18]=[CH:17][C:15]=1[NH2:16])([O-:13])=[O:12]. No catalyst specified. The product is [N+:11]([C:14]1[CH:20]=[C:19]([O:21][CH:22]2[CH2:23][O:24][CH2:25]2)[CH:18]=[CH:17][C:15]=1[NH:16][CH:8]=[O:10])([O-:13])=[O:12]. The yield is 0.510. (4) The reactants are [C:1]1([CH3:26])[CH:6]=[CH:5][CH:4]=[C:3]([N:7]2[C:11]([NH:12][C:13](=[O:21])OC3C=CC=CC=3)=[CH:10][C:9]([C:22]([F:25])([F:24])[F:23])=[N:8]2)[CH:2]=1.[CH3:27][O:28][C:29]1[CH:30]=[C:31]2[C:36](=[CH:37][C:38]=1[O:39][CH3:40])[N:35]=[CH:34][N:33]=[C:32]2[S:41][C:42]1[CH:43]=[C:44]([CH:46]=[CH:47][CH:48]=1)[NH2:45]. No catalyst specified. The product is [CH3:27][O:28][C:29]1[CH:30]=[C:31]2[C:36](=[CH:37][C:38]=1[O:39][CH3:40])[N:35]=[CH:34][N:33]=[C:32]2[S:41][C:42]1[CH:43]=[C:44]([NH:45][C:13]([NH:12][C:11]2[N:7]([C:3]3[CH:2]=[C:1]([CH3:26])[CH:6]=[CH:5][CH:4]=3)[N:8]=[C:9]([C:22]([F:25])([F:24])[F:23])[CH:10]=2)=[O:21])[CH:46]=[CH:47][CH:48]=1. The yield is 0.790. (5) The product is [CH3:3][CH:2]([C@@H:4]1[NH:5][CH2:6][CH2:7][N:8]([C:10]2[CH:15]=[CH:14][C:13]([N+:16]([O-:18])=[O:17])=[C:12]([O:19][CH3:20])[CH:11]=2)[CH2:9]1)[CH3:1]. The yield is 1.00. The catalyst is C(Cl)Cl. The reactants are [CH3:1][CH:2]([C@H:4]1[CH2:9][N:8]([C:10]2[CH:15]=[CH:14][C:13]([N+:16]([O-:18])=[O:17])=[C:12]([O:19][CH3:20])[CH:11]=2)[CH2:7][CH2:6][N:5]1C(OC(C)(C)C)=O)[CH3:3].C(O)(C(F)(F)F)=O. (6) The reactants are [C:1]([O:6][CH:7]([O:11][C:12]([CH3:14])=[S:13])[CH:8]([CH3:10])[CH3:9])(=[O:5])[CH2:2][CH2:3][CH3:4].P([O-])([O-])([O-])=O. The catalyst is C(OC(C)C)(C)C.CCOCC. The product is [C:1]([O:6][C@H:7]([O:11][C:12]([CH3:14])=[S:13])[CH:8]([CH3:10])[CH3:9])(=[O:5])[CH2:2][CH2:3][CH3:4]. The yield is 0.640.